From a dataset of NCI-60 drug combinations with 297,098 pairs across 59 cell lines. Regression. Given two drug SMILES strings and cell line genomic features, predict the synergy score measuring deviation from expected non-interaction effect. (1) Drug 2: CS(=O)(=O)OCCCCOS(=O)(=O)C. Synergy scores: CSS=45.3, Synergy_ZIP=-3.33, Synergy_Bliss=0.0545, Synergy_Loewe=-25.0, Synergy_HSA=4.11. Cell line: CCRF-CEM. Drug 1: CC1CCC2CC(C(=CC=CC=CC(CC(C(=O)C(C(C(=CC(C(=O)CC(OC(=O)C3CCCCN3C(=O)C(=O)C1(O2)O)C(C)CC4CCC(C(C4)OC)O)C)C)O)OC)C)C)C)OC. (2) Drug 1: CS(=O)(=O)C1=CC(=C(C=C1)C(=O)NC2=CC(=C(C=C2)Cl)C3=CC=CC=N3)Cl. Drug 2: C1CC(=O)NC(=O)C1N2CC3=C(C2=O)C=CC=C3N. Cell line: UACC62. Synergy scores: CSS=4.59, Synergy_ZIP=-1.05, Synergy_Bliss=3.57, Synergy_Loewe=2.98, Synergy_HSA=3.00. (3) Drug 1: C1CCN(CC1)CCOC2=CC=C(C=C2)C(=O)C3=C(SC4=C3C=CC(=C4)O)C5=CC=C(C=C5)O. Drug 2: CN1CCC(CC1)COC2=C(C=C3C(=C2)N=CN=C3NC4=C(C=C(C=C4)Br)F)OC. Cell line: SW-620. Synergy scores: CSS=1.48, Synergy_ZIP=-0.0156, Synergy_Bliss=0.967, Synergy_Loewe=-1.03, Synergy_HSA=-1.24. (4) Drug 1: CC1=C(C=C(C=C1)NC2=NC=CC(=N2)N(C)C3=CC4=NN(C(=C4C=C3)C)C)S(=O)(=O)N.Cl. Drug 2: C#CCC(CC1=CN=C2C(=N1)C(=NC(=N2)N)N)C3=CC=C(C=C3)C(=O)NC(CCC(=O)O)C(=O)O. Cell line: NCIH23. Synergy scores: CSS=0.603, Synergy_ZIP=1.42, Synergy_Bliss=2.00, Synergy_Loewe=0.170, Synergy_HSA=0.0126. (5) Drug 1: C1=CC(=CC=C1CCC2=CNC3=C2C(=O)NC(=N3)N)C(=O)NC(CCC(=O)O)C(=O)O. Drug 2: C1=CN(C=N1)CC(O)(P(=O)(O)O)P(=O)(O)O. Cell line: CCRF-CEM. Synergy scores: CSS=27.3, Synergy_ZIP=2.10, Synergy_Bliss=-4.19, Synergy_Loewe=-32.7, Synergy_HSA=-4.13. (6) Drug 1: C1=C(C(=O)NC(=O)N1)F. Drug 2: CCCCCOC(=O)NC1=NC(=O)N(C=C1F)C2C(C(C(O2)C)O)O. Synergy scores: CSS=27.7, Synergy_ZIP=11.1, Synergy_Bliss=11.4, Synergy_Loewe=9.99, Synergy_HSA=12.3. Cell line: NCI-H226. (7) Drug 1: C1=CC(=C2C(=C1NCCNCCO)C(=O)C3=C(C=CC(=C3C2=O)O)O)NCCNCCO. Drug 2: CC1=C2C(C(=O)C3(C(CC4C(C3C(C(C2(C)C)(CC1OC(=O)C(C(C5=CC=CC=C5)NC(=O)OC(C)(C)C)O)O)OC(=O)C6=CC=CC=C6)(CO4)OC(=O)C)O)C)O. Cell line: SW-620. Synergy scores: CSS=36.7, Synergy_ZIP=-11.6, Synergy_Bliss=-15.0, Synergy_Loewe=-12.2, Synergy_HSA=-9.48.